From a dataset of Catalyst prediction with 721,799 reactions and 888 catalyst types from USPTO. Predict which catalyst facilitates the given reaction. (1) Reactant: [CH3:1][C:2]1[NH:6][C:5]([CH:7]=[O:8])=[CH:4][CH:3]=1.[Cl:9][C:10]1[CH:17]=[C:16]([Cl:18])[CH:15]=[CH:14][C:11]=1[CH2:12]Cl.CN(C)C=O.[H-].[Na+]. Product: [Cl:9][C:10]1[CH:17]=[C:16]([Cl:18])[CH:15]=[CH:14][C:11]=1[CH2:12][N:6]1[C:2]([CH3:1])=[CH:3][CH:4]=[C:5]1[CH:7]=[O:8]. The catalyst class is: 6. (2) Reactant: [N+:1]([C:4]1[CH:9]=[CH:8][N:7]=[C:6]([C:10]#[N:11])[CH:5]=1)([O-:3])=[O:2].Cl[Si](C)(C)C.[OH2:17]. Product: [N+:1]([C:4]1[CH:9]=[CH:8][N:7]=[C:6]([C:10]([NH2:11])=[O:17])[CH:5]=1)([O-:3])=[O:2]. The catalyst class is: 25. (3) Reactant: [C:1]([C:5]1[CH:6]=[C:7]([CH:36]=[CH:37][CH:38]=1)[CH2:8][NH:9][C@@H:10]1[C@@H:15]([OH:16])[C@H:14]([CH2:17][C:18]2[CH:23]=[C:22]([O:24][CH2:25][C:26](F)(F)F)[C:21]([N+:30]([O-])=O)=[C:20]([F:33])[CH:19]=2)[CH2:13][S:12](=[O:35])(=[O:34])[CH2:11]1)([CH3:4])([CH3:3])[CH3:2].[BH4-].[Na+].[ClH:41].[CH3:42][OH:43]. Product: [ClH:41].[ClH:41].[NH2:30][C:21]1[C:22]([O:24][CH2:25][CH2:26][O:43][CH3:42])=[CH:23][C:18]([CH2:17][C@H:14]2[C@H:15]([OH:16])[C@@H:10]([NH:9][CH2:8][C:7]3[CH:36]=[CH:37][CH:38]=[C:5]([C:1]([CH3:4])([CH3:2])[CH3:3])[CH:6]=3)[CH2:11][S:12](=[O:35])(=[O:34])[CH2:13]2)=[CH:19][C:20]=1[F:33]. The catalyst class is: 28. (4) Reactant: [CH3:1][C:2]1[CH:3]=[C:4]([C:7]2[C:8]([C:26]3[CH:31]=[CH:30][CH:29]=[CH:28][CH:27]=3)=[C:9]([C:13]([CH:15]([C:17]3[CH:22]=[CH:21][C:20]([N:23]([CH3:25])[CH3:24])=[CH:19][CH:18]=3)[OH:16])=[O:14])[CH:10]=[CH:11][CH:12]=2)[S:5][CH:6]=1.[Bi]=O. Product: [CH3:1][C:2]1[CH:3]=[C:4]([C:7]2[C:8]([C:26]3[CH:27]=[CH:28][CH:29]=[CH:30][CH:31]=3)=[C:9]([C:13]([C:15]([C:17]3[CH:22]=[CH:21][C:20]([N:23]([CH3:25])[CH3:24])=[CH:19][CH:18]=3)=[O:16])=[O:14])[CH:10]=[CH:11][CH:12]=2)[S:5][CH:6]=1. The catalyst class is: 15. (5) Reactant: Cl[CH2:2][CH2:3][CH2:4][C:5]([NH:7][N:8]([C:15](=[O:22])[CH2:16][C:17]([O:19][CH2:20][CH3:21])=[O:18])[C:9]1[CH:14]=[CH:13][CH:12]=[CH:11][CH:10]=1)=[O:6].[H-].[Na+]. Product: [O:22]=[C:15]([N:8]([N:7]1[CH2:2][CH2:3][CH2:4][C:5]1=[O:6])[C:9]1[CH:14]=[CH:13][CH:12]=[CH:11][CH:10]=1)[CH2:16][C:17]([O:19][CH2:20][CH3:21])=[O:18]. The catalyst class is: 3. (6) Reactant: [CH3:1][C:2]1[C:3]([C:30]2[CH:35]=[CH:34][CH:33]=[CH:32][CH:31]=2)=[C:4]([O:14][C:15]2[CH:20]=[CH:19][C:18](/[CH:21]=[CH:22]/[C:23]([OH:25])=[O:24])=[CH:17][C:16]=2[C:26]([F:29])([F:28])[F:27])[C:5]2[C:10]([CH:11]=1)=[CH:9][C:8]([O:12]C)=[CH:7][CH:6]=2.B(Br)(Br)Br. Product: [OH:12][C:8]1[CH:9]=[C:10]2[C:5](=[CH:6][CH:7]=1)[C:4]([O:14][C:15]1[CH:20]=[CH:19][C:18](/[CH:21]=[CH:22]/[C:23]([OH:25])=[O:24])=[CH:17][C:16]=1[C:26]([F:27])([F:28])[F:29])=[C:3]([C:30]1[CH:31]=[CH:32][CH:33]=[CH:34][CH:35]=1)[C:2]([CH3:1])=[CH:11]2. The catalyst class is: 2. (7) Reactant: [CH:1]1([CH2:4][O:5][C:6]2[CH:14]=[CH:13][C:9]([C:10]([OH:12])=O)=[CH:8][CH:7]=2)[CH2:3][CH2:2]1.CCN=C=NCCCN(C)C.Cl.C1C=CC2N(O)N=NC=2C=1.FC(F)(F)C(O)=O.[CH2:44]1[C:53]2[C:48](=[CH:49][C:50]([CH:54]([NH:56][C:57](=[O:59])[CH3:58])[CH3:55])=[CH:51][CH:52]=2)[CH2:47][CH2:46][NH:45]1. Product: [CH:1]1([CH2:4][O:5][C:6]2[CH:7]=[CH:8][C:9]([C:10]([N:45]3[CH2:46][CH2:47][C:48]4[C:53](=[CH:52][CH:51]=[C:50]([CH:54]([NH:56][C:57](=[O:59])[CH3:58])[CH3:55])[CH:49]=4)[CH2:44]3)=[O:12])=[CH:13][CH:14]=2)[CH2:2][CH2:3]1. The catalyst class is: 18. (8) Reactant: [SH:1][CH:2]([CH3:6])[C:3](=O)[CH3:4].[C:7](#[N:11])[CH2:8][C:9]#[N:10].C(N(CC)CC)C. Product: [NH2:10][C:9]1[S:1][C:2]([CH3:6])=[C:3]([CH3:4])[C:8]=1[C:7]#[N:11]. The catalyst class is: 8.